From a dataset of Reaction yield outcomes from USPTO patents with 853,638 reactions. Predict the reaction yield, written as a fraction of the theoretical maximum amount of product (1.0 means a 100% yield; for example, 0.34 means a 34% yield). (1) The reactants are [N:1]([C:4]1[S:5][C:6]([C:10]([O:12][CH2:13][CH3:14])=[O:11])=[C:7]([CH3:9])[N:8]=1)=[N+:2]=[N-:3].C(N(CC)C(C)C)(C)C.[C:24]1([CH2:30][CH2:31][CH2:32][C:33]#[CH:34])[CH:29]=[CH:28][CH:27]=[CH:26][CH:25]=1. The catalyst is O1CCCC1.[Cu]I. The product is [CH3:9][C:7]1[N:8]=[C:4]([N:1]2[CH:34]=[C:33]([CH2:32][CH2:31][CH2:30][C:24]3[CH:29]=[CH:28][CH:27]=[CH:26][CH:25]=3)[N:3]=[N:2]2)[S:5][C:6]=1[C:10]([O:12][CH2:13][CH3:14])=[O:11]. The yield is 0.790. (2) The reactants are Br[C:2]1[CH:3]=[CH:4][C:5]([F:35])=[C:6]([C:8]2([S:22]([C:25]3[CH:26]=[N:27][C:28]([C:31]([F:34])([F:33])[F:32])=[CH:29][CH:30]=3)(=[O:24])=[O:23])[CH2:13][CH2:12][CH:11]([NH:14][S:15]([C:18]([F:21])([F:20])[F:19])(=[O:17])=[O:16])[CH2:10][CH2:9]2)[CH:7]=1.[Cu](C#N)[C:37]#[N:38].CN(C)C=O. The catalyst is N1C=CC=CC=1.C(OCC)(=O)C.O. The product is [C:37]([C:2]1[CH:3]=[CH:4][C:5]([F:35])=[C:6]([C:8]2([S:22]([C:25]3[CH:26]=[N:27][C:28]([C:31]([F:33])([F:34])[F:32])=[CH:29][CH:30]=3)(=[O:24])=[O:23])[CH2:13][CH2:12][CH:11]([NH:14][S:15]([C:18]([F:20])([F:19])[F:21])(=[O:17])=[O:16])[CH2:10][CH2:9]2)[CH:7]=1)#[N:38]. The yield is 0.660. (3) The reactants are [NH2:1][C:2]1[CH:3]=[C:4]([CH:8]=[CH:9][C:10]=1[O:11][CH3:12])[C:5]([OH:7])=[O:6].[C:13]1([CH2:19]O)[CH:18]=[CH:17][CH:16]=[CH:15][CH:14]=1.C(Cl)CCl. The catalyst is CN(C1C=CN=CC=1)C.CN(C=O)C. The product is [NH2:1][C:2]1[CH:3]=[C:4]([CH:8]=[CH:9][C:10]=1[O:11][CH3:12])[C:5]([O:7][CH2:19][C:13]1[CH:18]=[CH:17][CH:16]=[CH:15][CH:14]=1)=[O:6]. The yield is 0.520.